From a dataset of Reaction yield outcomes from USPTO patents with 853,638 reactions. Predict the reaction yield, written as a fraction of the theoretical maximum amount of product (1.0 means a 100% yield; for example, 0.34 means a 34% yield). (1) The reactants are C(O[C:4]1[CH:5]=[C:6]([CH:9]=[CH:10][C:11]=1[C:12]([F:15])([F:14])[F:13])C#N)C.C([Si](C)(C)Cl)(C)(C)C.C[Mg]Br.C([O:29]CC)C.[NH4+].[Cl-].[CH2:34]1[CH2:38][O:37][CH2:36][CH2:35]1. The catalyst is [Cu]Br. The product is [CH2:38]([O:37][C:36]1[CH:35]=[C:6]([C:9](=[O:29])[CH3:10])[CH:5]=[CH:4][C:11]=1[C:12]([F:15])([F:14])[F:13])[CH3:34]. The yield is 0.340. (2) The reactants are [NH2:1][C:2]1[N:6]([CH3:7])[C:5](=[O:8])[C:4]([C:19]2[CH:24]=[CH:23][CH:22]=[C:21](Br)[CH:20]=2)([C:9]2[CH:14]=[CH:13][C:12]([Si:15]([CH3:18])([CH3:17])[CH3:16])=[CH:11][CH:10]=2)[N:3]=1.C([Sn](CCCC)(CCCC)[C:31]1[CH:36]=[N:35][CH:34]=[CH:33][N:32]=1)CCC. The catalyst is CN(C)C=O.O.C1C=CC([P]([Pd]([P](C2C=CC=CC=2)(C2C=CC=CC=2)C2C=CC=CC=2)([P](C2C=CC=CC=2)(C2C=CC=CC=2)C2C=CC=CC=2)[P](C2C=CC=CC=2)(C2C=CC=CC=2)C2C=CC=CC=2)(C2C=CC=CC=2)C2C=CC=CC=2)=CC=1. The product is [NH2:1][C:2]1[N:6]([CH3:7])[C:5](=[O:8])[C:4]([C:19]2[CH:24]=[CH:23][CH:22]=[C:21]([C:31]3[CH:36]=[N:35][CH:34]=[CH:33][N:32]=3)[CH:20]=2)([C:9]2[CH:14]=[CH:13][C:12]([Si:15]([CH3:18])([CH3:17])[CH3:16])=[CH:11][CH:10]=2)[N:3]=1. The yield is 0.250. (3) The reactants are [NH2:1][C:2]1[C:3]([C:10]([O:12][CH3:13])=[O:11])=[N:4][C:5]([Br:9])=[C:6]([F:8])[CH:7]=1.[BH4-].[Na+].[F:16][C:17]([F:22])([F:21])[C:18](O)=O. No catalyst specified. The product is [Br:9][C:5]1[N:4]=[C:3]([C:10]([O:12][CH3:13])=[O:11])[C:2]([NH:1][CH2:18][C:17]([F:22])([F:21])[F:16])=[CH:7][C:6]=1[F:8]. The yield is 0.490. (4) The reactants are [CH2:1]([OH:5])[CH2:2][CH2:3][CH3:4].[CH3:6][N:7]1[C:11]([N:12]2[C:16]3=[N:17][CH:18]=[C:19]([C:21]([F:24])([F:23])[F:22])[CH:20]=[C:15]3[CH:14]=[CH:13]2)=[C:10]([CH2:25][CH2:26][S:27]([NH2:30])(=[O:29])=[O:28])[C:9]([CH3:31])=[N:8]1.N12CCCN=C1CCCCC2.[Cl-].[NH4+].CN(C)[CH:47]=[O:48]. The catalyst is CN(C)C1C=CN=CC=1. The product is [CH3:6][N:7]1[C:11]([N:12]2[C:16]3=[N:17][CH:18]=[C:19]([C:21]([F:23])([F:22])[F:24])[CH:20]=[C:15]3[CH:14]=[CH:13]2)=[C:10]([CH2:25][CH2:26][S:27]([NH:30][C:47](=[O:48])[O:5][CH2:1][CH2:2][CH2:3][CH3:4])(=[O:28])=[O:29])[C:9]([CH3:31])=[N:8]1. The yield is 0.430. (5) The reactants are [Br:1][C:2]1[CH:3]=[C:4]2[C:9](=[O:10])[O:8][C:6](=O)[C:5]2=[CH:11][CH:12]=1.N1C=CC=CC=1.[CH:19]([N:22]([CH:35]([CH3:37])[CH3:36])[CH2:23][CH2:24][O:25][C:26]1[CH:31]=[CH:30][C:29]([NH2:32])=[CH:28][C:27]=1[O:33][CH3:34])([CH3:21])[CH3:20]. The catalyst is CN(C)C1C=CN=CC=1. The product is [Br:1][C:2]1[CH:3]=[C:4]2[C:5](=[CH:11][CH:12]=1)[C:6](=[O:8])[N:32]([C:29]1[CH:30]=[CH:31][C:26]([O:25][CH2:24][CH2:23][N:22]([CH:19]([CH3:21])[CH3:20])[CH:35]([CH3:37])[CH3:36])=[C:27]([O:33][CH3:34])[CH:28]=1)[C:9]2=[O:10]. The yield is 0.680. (6) The product is [F:18][C:19]1[CH:27]=[CH:26][CH:25]=[C:24]([F:28])[C:20]=1[C:21]([NH:17][C:14]1[CH:13]=[CH:12][C:11]([C:10]2[C:2]([CH3:1])=[CH:3][C:4]3[S:8][CH:7]=[N:6][C:5]=3[CH:9]=2)=[CH:16][N:15]=1)=[O:22]. The reactants are [CH3:1][C:2]1[C:10]([C:11]2[CH:12]=[CH:13][C:14]([NH2:17])=[N:15][CH:16]=2)=[CH:9][C:5]2[N:6]=[CH:7][S:8][C:4]=2[CH:3]=1.[F:18][C:19]1[CH:27]=[CH:26][CH:25]=[C:24]([F:28])[C:20]=1[C:21](Cl)=[O:22].CCN(C(C)C)C(C)C.C([O-])(O)=O.[Na+].C(Cl)Cl. The catalyst is C(Cl)Cl. The yield is 0.776.